From a dataset of Full USPTO retrosynthesis dataset with 1.9M reactions from patents (1976-2016). Predict the reactants needed to synthesize the given product. (1) Given the product [Cl:37][C:38]1[C:39]([C:48]([F:50])([F:49])[F:51])=[N:40][N:41]([CH2:44][C:45]([N:34]2[CH2:33][CH2:32][N:31]([C:26]3[CH:27]=[CH:28][CH:29]=[CH:30][N:25]=3)[CH2:36][CH2:35]2)=[O:46])[C:42]=1[CH3:43], predict the reactants needed to synthesize it. The reactants are: CN(C(ON1N=NC2C=CC=NC1=2)=[N+](C)C)C.F[P-](F)(F)(F)(F)F.[N:25]1[CH:30]=[CH:29][CH:28]=[CH:27][C:26]=1[N:31]1[CH2:36][CH2:35][NH:34][CH2:33][CH2:32]1.[Cl:37][C:38]1[C:39]([C:48]([F:51])([F:50])[F:49])=[N:40][N:41]([CH2:44][C:45](O)=[O:46])[C:42]=1[CH3:43]. (2) Given the product [CH2:1]([O:3][C:4]([CH:6]1[CH2:10][CH2:9][N:8]([C:11](=[O:13])[CH3:12])[CH:7]1[C:14]1[CH:15]=[CH:16][C:17]([NH2:20])=[CH:18][CH:19]=1)=[O:5])[CH3:2], predict the reactants needed to synthesize it. The reactants are: [CH2:1]([O:3][C:4]([CH:6]1[CH2:10][CH2:9][N:8]([C:11](=[O:13])[CH3:12])[CH:7]1[C:14]1[CH:19]=[CH:18][C:17]([N+:20]([O-])=O)=[CH:16][CH:15]=1)=[O:5])[CH3:2]. (3) Given the product [CH3:1][C:2]1([CH3:20])[CH2:6][C:5]2[C:7]([CH3:19])=[C:8]([N:13]3[CH2:14][CH2:15][N:16]([C:22]4[CH:23]=[CH:24][C:25]([O:28][C:29]([F:30])([F:31])[F:32])=[CH:26][CH:27]=4)[CH2:17][CH2:18]3)[C:9]([CH3:12])=[C:10]([CH3:11])[C:4]=2[O:3]1, predict the reactants needed to synthesize it. The reactants are: [CH3:1][C:2]1([CH3:20])[CH2:6][C:5]2[C:7]([CH3:19])=[C:8]([N:13]3[CH2:18][CH2:17][NH:16][CH2:15][CH2:14]3)[C:9]([CH3:12])=[C:10]([CH3:11])[C:4]=2[O:3]1.Br[C:22]1[CH:27]=[CH:26][C:25]([O:28][C:29]([F:32])([F:31])[F:30])=[CH:24][CH:23]=1. (4) Given the product [NH2:8][CH2:7][CH2:6][CH2:5][CH2:4][CH2:3][C:2]([NH:16][C:17]1[CH:18]=[C:19]2[C:24](=[CH:25][CH:26]=1)[N:23]=[CH:22][CH:21]=[CH:20]2)=[O:1], predict the reactants needed to synthesize it. The reactants are: [O:1]=[C:2]([NH:16][C:17]1[CH:18]=[C:19]2[C:24](=[CH:25][CH:26]=1)[N:23]=[CH:22][CH:21]=[CH:20]2)[CH2:3][CH2:4][CH2:5][CH2:6][CH2:7][NH:8]C(=O)OC(C)(C)C. (5) Given the product [Cl:20][C:5]1[C:6]([NH:8][C:9]2[C:18]([F:19])=[CH:17][CH:16]=[CH:15][C:10]=2[C:11]([NH:13][CH3:14])=[O:12])=[CH:7][C:2]([NH:21][C:22]2[N:26]([CH2:27][CH3:28])[N:25]=[C:24]([CH2:29][CH2:30][OH:31])[CH:23]=2)=[N:3][CH:4]=1, predict the reactants needed to synthesize it. The reactants are: Cl[C:2]1[CH:7]=[C:6]([NH:8][C:9]2[C:18]([F:19])=[CH:17][CH:16]=[CH:15][C:10]=2[C:11]([NH:13][CH3:14])=[O:12])[C:5]([Cl:20])=[CH:4][N:3]=1.[NH2:21][C:22]1[N:26]([CH2:27][CH3:28])[N:25]=[C:24]([CH2:29][CH2:30][OH:31])[CH:23]=1.C(=O)([O-])[O-].[Cs+].[Cs+].CC1(C)C2C(=C(P(C3C=CC=CC=3)C3C=CC=CC=3)C=CC=2)OC2C(P(C3C=CC=CC=3)C3C=CC=CC=3)=CC=CC1=2. (6) Given the product [O:29]=[C:27]1[C:26]2[C:25](=[CH:33][CH:32]=[CH:31][CH:30]=2)[C:24](=[O:34])[N:28]1[CH2:22][C:4]1[N:3]([CH2:1][CH3:2])[C:7]([S:8][C:9]2[CH:10]=[C:11]([C:17]#[N:18])[CH:12]=[C:13]([CH:16]=2)[C:14]#[N:15])=[C:6]([CH:19]([CH3:20])[CH3:21])[N:5]=1, predict the reactants needed to synthesize it. The reactants are: [CH2:1]([N:3]1[C:7]([S:8][C:9]2[CH:10]=[C:11]([C:17]#[N:18])[CH:12]=[C:13]([CH:16]=2)[C:14]#[N:15])=[C:6]([CH:19]([CH3:21])[CH3:20])[N:5]=[C:4]1[CH2:22]O)[CH3:2].[C:24]1(=[O:34])[NH:28][C:27](=[O:29])[C:26]2=[CH:30][CH:31]=[CH:32][CH:33]=[C:25]12. (7) Given the product [Cl:1][C:2]1[CH:3]=[C:4]([CH:23]=[CH:24][C:25]=1[F:26])[CH2:5][N:6]1[CH2:15][CH2:14][C:13]2[C:8](=[C:9]([OH:21])[CH:10]=[N+:11]([O-:29])[C:12]=2[C:16]([N:18]([CH3:19])[CH3:20])=[O:17])[C:7]1=[O:22], predict the reactants needed to synthesize it. The reactants are: [Cl:1][C:2]1[CH:3]=[C:4]([CH:23]=[CH:24][C:25]=1[F:26])[CH2:5][N:6]1[CH2:15][CH2:14][C:13]2[C:12]([C:16]([N:18]([CH3:20])[CH3:19])=[O:17])=[N:11][CH:10]=[C:9]([OH:21])[C:8]=2[C:7]1=[O:22].C(OO)(=[O:29])C.C([O-])(=O)C.[Na+].